Dataset: Forward reaction prediction with 1.9M reactions from USPTO patents (1976-2016). Task: Predict the product of the given reaction. (1) Given the reactants C([CH:8]([NH2:33])[CH2:9][O:10][C:11](=[O:32])[C@H:12]([NH:20][C:21]([CH:23]1[CH2:28][CH2:27][CH:26]([CH:29]([CH3:31])[CH3:30])[CH2:25][CH2:24]1)=[O:22])[CH2:13][C:14]1[CH:19]=[CH:18][CH:17]=[CH:16][CH:15]=1)(OC(C)(C)C)=O.C(Cl)Cl.C(O)(C(F)(F)F)=O.[O-][Mn](=O)(=O)=O.[K+], predict the reaction product. The product is: [NH2:33][CH2:8][CH2:9][O:10][C:11](=[O:32])[C@H:12]([NH:20][C:21]([CH:23]1[CH2:28][CH2:27][CH:26]([CH:29]([CH3:30])[CH3:31])[CH2:25][CH2:24]1)=[O:22])[CH2:13][C:14]1[CH:19]=[CH:18][CH:17]=[CH:16][CH:15]=1. (2) The product is: [NH2:23][C@H:20]1[CH2:21][CH2:22][C@H:17]([NH:16][C:15]2[C:14]3[C:9](=[CH:10][CH:11]=[C:12]([C:31]4[CH:32]=[C:33]([Cl:39])[C:34]([OH:38])=[C:35]([Cl:37])[CH:36]=4)[CH:13]=3)[N:8]=[CH:7][C:6]=2[C:4]([CH:1]2[CH2:2][CH2:3]2)=[O:5])[CH2:18][CH2:19]1. Given the reactants [CH:1]1([C:4]([C:6]2[CH:7]=[N:8][C:9]3[C:14]([C:15]=2[NH:16][C@H:17]2[CH2:22][CH2:21][C@H:20]([NH:23]C(=O)OC(C)(C)C)[CH2:19][CH2:18]2)=[CH:13][C:12]([C:31]2[CH:36]=[C:35]([Cl:37])[C:34]([OH:38])=[C:33]([Cl:39])[CH:32]=2)=[CH:11][CH:10]=3)=[O:5])[CH2:3][CH2:2]1.C(O)(C(F)(F)F)=O, predict the reaction product. (3) The product is: [C:4]([O:3][C:1](=[O:2])[NH:8][CH2:9][C:10](=[O:12])[NH:28][C:29]1[CH:34]=[CH:33][CH:32]=[CH:31][C:30]=1[C:35]([C:37]1[CH:38]=[N:39][C:40]2[C:45]([CH:46]=1)=[CH:44][CH:43]=[CH:42][CH:41]=2)=[O:36])([CH3:5])([CH3:6])[CH3:7]. Given the reactants [C:1]([NH:8][CH2:9][C:10]([OH:12])=O)([O:3][C:4]([CH3:7])([CH3:6])[CH3:5])=[O:2].CCN=C=NCCCN(C)C.Cl.C(Cl)Cl.[NH2:28][C:29]1[CH:34]=[CH:33][CH:32]=[CH:31][C:30]=1[C:35]([C:37]1[CH:38]=[N:39][C:40]2[C:45]([CH:46]=1)=[CH:44][CH:43]=[CH:42][CH:41]=2)=[O:36], predict the reaction product. (4) Given the reactants [CH3:1][O:2][C:3](=[O:16])[CH2:4][C:5]1[CH:10]=[CH:9][CH:8]=[C:7]([O:11][CH2:12][CH2:13][CH2:14]Br)[CH:6]=1.[Cl:17][C:18]1[C:33]([C:34]([F:37])([F:36])[F:35])=[CH:32][CH:31]=[CH:30][C:19]=1[CH2:20][NH:21][CH2:22][CH:23]([C:25]1[S:26][CH:27]=[CH:28][CH:29]=1)[CH3:24].C(=O)([O-])[O-].[K+].[K+], predict the reaction product. The product is: [CH3:1][O:2][C:3](=[O:16])[CH2:4][C:5]1[CH:10]=[CH:9][CH:8]=[C:7]([O:11][CH2:12][CH2:13][CH2:14][N:21]([CH2:20][C:19]2[CH:30]=[CH:31][CH:32]=[C:33]([C:34]([F:37])([F:35])[F:36])[C:18]=2[Cl:17])[CH2:22][CH:23]([C:25]2[S:26][CH:27]=[CH:28][CH:29]=2)[CH3:24])[CH:6]=1. (5) The product is: [NH2:9][CH2:10][C@@H:11]1[C:13]2([CH2:14][CH2:15][N:16]([C:19]([O:21][C:22]([CH3:25])([CH3:24])[CH3:23])=[O:20])[CH2:17][CH2:18]2)[CH2:12]1. Given the reactants C1([C@@H]([NH:9][CH2:10][C@@H:11]2[C:13]3([CH2:18][CH2:17][N:16]([C:19]([O:21][C:22]([CH3:25])([CH3:24])[CH3:23])=[O:20])[CH2:15][CH2:14]3)[CH2:12]2)C)C=CC=CC=1, predict the reaction product. (6) The product is: [CH3:21][C:20]1[C:8]2[CH2:7][C:3]3([CH2:4][CH2:5][CH2:6][NH:1][CH2:2]3)[C:12]3[CH:13]=[CH:14][CH:15]=[CH:16][C:11]=3[CH2:10][C:9]=2[CH:17]=[CH:18][CH:19]=1. Given the reactants [NH:1]1[CH2:6][CH2:5][CH2:4][C:3]2([C:12]3[CH:13]=[CH:14][CH:15]=[CH:16][C:11]=3[CH2:10][C:9]3[CH:17]=[CH:18][CH:19]=[CH:20][C:8]=3[CH2:7]2)[CH2:2]1.[CH2:21]=O, predict the reaction product. (7) Given the reactants [CH3:1][C:2]1[N:3]=[CH:4][NH:5][C:6]=1[C:7]1[CH:12]=[CH:11][CH:10]=[CH:9][CH:8]=1.Cl[C:14]([C:27]1[CH:32]=[CH:31][CH:30]=[CH:29][CH:28]=1)([C:21]1[CH:26]=[CH:25][CH:24]=[CH:23][CH:22]=1)[C:15]1[CH:20]=[CH:19][CH:18]=[CH:17][CH:16]=1, predict the reaction product. The product is: [CH3:1][C:2]1[N:3]([C:14]([C:15]2[CH:20]=[CH:19][CH:18]=[CH:17][CH:16]=2)([C:27]2[CH:28]=[CH:29][CH:30]=[CH:31][CH:32]=2)[C:21]2[CH:22]=[CH:23][CH:24]=[CH:25][CH:26]=2)[CH:4]=[N:5][C:6]=1[C:7]1[CH:8]=[CH:9][CH:10]=[CH:11][CH:12]=1.